From a dataset of Reaction yield outcomes from USPTO patents with 853,638 reactions. Predict the reaction yield, written as a fraction of the theoretical maximum amount of product (1.0 means a 100% yield; for example, 0.34 means a 34% yield). (1) The reactants are [F:1][C:2]1([F:32])[CH2:7][CH2:6][CH:5]([C@H:8]([NH:15][C:16]2[NH:17][C:18](=[O:31])[N:19]([C:23]3[CH:28]=[C:27]([F:29])[CH:26]=[C:25]([F:30])[CH:24]=3)[C:20](=[O:22])[CH:21]=2)[CH2:9][C:10]([O:12]CC)=[O:11])[CH2:4][CH2:3]1.[OH-].[Na+]. The catalyst is C1COCC1. The product is [F:32][C:2]1([F:1])[CH2:7][CH2:6][CH:5]([C@H:8]([NH:15][C:16]2[NH:17][C:18](=[O:31])[N:19]([C:23]3[CH:28]=[C:27]([F:29])[CH:26]=[C:25]([F:30])[CH:24]=3)[C:20](=[O:22])[CH:21]=2)[CH2:9][C:10]([OH:12])=[O:11])[CH2:4][CH2:3]1. The yield is 0.710. (2) The catalyst is CCOC(C)=O.C1C=CC(P(C2C=CC=CC=2)[C-]2C=CC=C2)=CC=1.C1C=CC(P(C2C=CC=CC=2)[C-]2C=CC=C2)=CC=1.Cl[Pd]Cl.[Fe+2]. The yield is 0.870. The reactants are Br[C:2]1[CH:10]=[C:9]2[C:5]([CH2:6][CH2:7][CH:8]2[OH:11])=[CH:4][CH:3]=1.C([O-])(=O)C.[K+].[CH3:17][C:18]1([CH3:34])[C:22]([CH3:24])([CH3:23])[O:21][B:20]([B:20]2[O:21][C:22]([CH3:24])([CH3:23])[C:18]([CH3:34])([CH3:17])[O:19]2)[O:19]1.ClCCl. The product is [CH3:17][C:18]1([CH3:34])[C:22]([CH3:24])([CH3:23])[O:21][B:20]([C:2]2[CH:10]=[C:9]3[C:5]([CH2:6][CH2:7][CH:8]3[OH:11])=[CH:4][CH:3]=2)[O:19]1. (3) The yield is 0.900. The product is [CH3:17][N:2]([CH3:1])[CH2:3][CH2:4][CH2:5][C:6]1[C:14]2[CH2:13][CH2:12][CH2:11][CH2:10][C:9]=2[NH:8][CH:7]=1. The reactants are [CH3:1][N:2]([CH3:17])[C:3](=O)[CH2:4][CH2:5][C:6]1[C:14]2[C:13](=O)[CH2:12][CH2:11][CH2:10][C:9]=2[NH:8][CH:7]=1.[H-].[Al+3].[Li+].[H-].[H-].[H-].[OH-].[Na+].S([O-])([O-])(=O)=O.[Na+].[Na+]. The catalyst is O1CCCC1.O. (4) The reactants are [C:1]1([C:7]2[CH2:8][CH2:9][N:10]([CH2:13][CH2:14][CH2:15][C:16]([NH:18][C:19]3[CH:27]=[CH:26][CH:25]=[CH:24][C:20]=3[C:21]([NH2:23])=[O:22])=[O:17])[CH2:11][CH:12]=2)[CH:6]=[CH:5][CH:4]=[CH:3][CH:2]=1.CO. The catalyst is [Pd].C(OCC)(=O)C. The product is [C:1]1([CH:7]2[CH2:8][CH2:9][N:10]([CH2:13][CH2:14][CH2:15][C:16]([NH:18][C:19]3[CH:27]=[CH:26][CH:25]=[CH:24][C:20]=3[C:21]([NH2:23])=[O:22])=[O:17])[CH2:11][CH2:12]2)[CH:2]=[CH:3][CH:4]=[CH:5][CH:6]=1. The yield is 0.707. (5) The reactants are Cl[CH2:2][C:3]1[CH:4]=[C:5]([F:12])[C:6]2[O:10][CH2:9][O:8][C:7]=2[CH:11]=1.[C-:13]#[N:14].[Na+].O. The catalyst is CS(C)=O. The product is [F:12][C:5]1[C:6]2[O:10][CH2:9][O:8][C:7]=2[CH:11]=[C:3]([CH2:2][C:13]#[N:14])[CH:4]=1. The yield is 0.700. (6) The reactants are [CH3:1][C:2]1[N:10]=[CH:9][CH:8]=[CH:7][C:3]=1[C:4](O)=[O:5].C[N:12](C(ON1N=NC2C=CC=NC1=2)=[N+](C)C)C.F[P-](F)(F)(F)(F)F.CCN(C(C)C)C(C)C. The catalyst is CN(C=O)C. The product is [CH3:1][C:2]1[N:10]=[CH:9][CH:8]=[CH:7][C:3]=1[C:4]([NH2:12])=[O:5]. The yield is 0.760. (7) The reactants are Cl[C:2]1[N:7]=[C:6]([NH:8][C:9]2[CH:14]=[CH:13][C:12]3[O:15][CH2:16][CH2:17][O:18][C:11]=3[CH:10]=2)[C:5]([F:19])=[CH:4][N:3]=1.[CH:20](N(CC)C(C)C)(C)C.[CH2:29]([O:33][C:34]1[CH:40]=[CH:39][C:37](N)=[CH:36][CH:35]=1)[CH2:30][CH2:31][CH3:32]. The catalyst is C(O)CO. The product is [CH2:29]([O:33][C:34]1[CH:40]=[CH:39][C:37]([NH:7][C:2]2[CH:20]=[C:6]([NH:8][C:9]3[CH:14]=[CH:13][C:12]4[O:15][CH2:16][CH2:17][O:18][C:11]=4[CH:10]=3)[C:5]([F:19])=[CH:4][N:3]=2)=[CH:36][CH:35]=1)[CH2:30][CH2:31][CH3:32]. The yield is 0.490.